This data is from Reaction yield outcomes from USPTO patents with 853,638 reactions. The task is: Predict the reaction yield, written as a fraction of the theoretical maximum amount of product (1.0 means a 100% yield; for example, 0.34 means a 34% yield). The reactants are [CH2:1](Br)[C:2]1[CH:7]=[CH:6][CH:5]=[CH:4][CH:3]=1.[F:9][C:10]1[CH:15]=[CH:14][C:13]([C:16](=[O:18])[CH3:17])=[C:12]([OH:19])[CH:11]=1.C(=O)([O-])[O-].[K+].[K+].Cl. The yield is 0.980. The product is [CH2:1]([O:19][C:12]1[CH:11]=[C:10]([F:9])[CH:15]=[CH:14][C:13]=1[C:16](=[O:18])[CH3:17])[C:2]1[CH:7]=[CH:6][CH:5]=[CH:4][CH:3]=1. The catalyst is CN(C)C=O.